Dataset: Experimentally validated miRNA-target interactions with 360,000+ pairs, plus equal number of negative samples. Task: Binary Classification. Given a miRNA mature sequence and a target amino acid sequence, predict their likelihood of interaction. (1) The miRNA is mmu-miR-669m-3p with sequence AUAUACAUCCACACAAACAUAU. The protein sequence of the target gene is MSYCRQEGKDRIIFVTKEDHETPSSAELVADDPNDPYEEHGLILPNGNINWNCPCLGGMASGPCGEQFKSAFSCFHYSTEEIKGSDCVDQFRAMQECMQKYPDLYPQEDEDEEEEREKKPAEQAEETAPIEATATKEEEGSS. Result: 0 (no interaction). (2) The miRNA is mmu-miR-694 with sequence CUGAAAAUGUUGCCUGAAG. The protein sequence of the target gene is MLSLRSLLPHLGLFLCLALHLSPSLSASDNGSCVVLDNIYTSDILEISTMANVSGGDVTYTVTVPVNDSVSAVILKAVKEDDSPVGTWSGTYEKCNDSSVYYNLTSQSQSVFQTNWTVPTSEDVTKVNLQVLIVVNRTASKSSVKMEQVQPSASTPIPESSETSQTINTTPTVNTAKTTAKDTANTTAVTTANTTANTTAVTTAKTTAKSLAIRTLGSPLAGALHILLVFLISKLLF. Result: 1 (interaction). (3) The protein sequence of the target gene is MWLYLAAFVGLYYLLHWYRERQVVSHLQDKYVFITGCDSGFGNLLARQLDARGLRVLAACLTEKGAEQLRGQTSDRLETVTLDVTKMESIAAATQWVKEHVGDRGLWGLVNNAGILTPITLCEWLNTEDSMNMLKVNLIGVIQVTLSMLPLVRRARGRIVNVSSILGRVAFFVGGYCVSKYGVEAFSDILRREIQHFGVKISIVEPGYFRTGMTNMTQSLERMKQSWKEAPKHIKETYGQQYFDALYNIMKEGLLNCSTNLNLVTDCMEHALTSVHPRTRYSAGWDAKFFFIPLSYLPTS.... Result: 0 (no interaction). The miRNA is hsa-miR-515-3p with sequence GAGUGCCUUCUUUUGGAGCGUU.